Dataset: Catalyst prediction with 721,799 reactions and 888 catalyst types from USPTO. Task: Predict which catalyst facilitates the given reaction. (1) Product: [Br:1][C:2]1[CH:7]=[CH:6][C:5]([CH:25]=[O:26])=[C:4]([O:9][C:10]([F:13])([F:12])[F:11])[CH:3]=1. The catalyst class is: 1. Reactant: [Br:1][C:2]1[CH:7]=[CH:6][C:5](I)=[C:4]([O:9][C:10]([F:13])([F:12])[F:11])[CH:3]=1.[Li]CCCC.CCCCCC.[CH:25](N1CCOCC1)=[O:26]. (2) Reactant: [NH2:1][C:2]1[CH:7]=[CH:6][CH:5]=[CH:4][CH:3]=1.Cl[CH2:9][CH2:10][CH2:11][CH2:12][CH2:13][CH2:14][OH:15].[C:16](=[O:19])([O-])[O-].[K+].[K+]. Product: [OH:15][CH2:14][CH2:13][CH2:12][CH2:11][CH2:10][CH2:9][N:1]([CH2:4][CH2:3][CH2:2][CH2:7][CH2:6][CH2:16][OH:19])[C:2]1[CH:7]=[CH:6][CH:5]=[CH:4][CH:3]=1. The catalyst class is: 51. (3) Reactant: [H-].[Na+].[F:3][C:4]([F:18])([F:17])[C:5]1[CH:10]=[CH:9][N:8]=[C:7]([C:11]2[NH:12][O:13][C:14](=[O:16])[N:15]=2)[CH:6]=1.[F:19][C:20]([F:33])([F:32])[C:21]1[CH:22]=[C:23]([CH:29]=[CH:30][CH:31]=1)[C:24]([O:26][CH2:27]Cl)=[O:25].[Cl-].[NH4+]. Product: [F:19][C:20]([F:32])([F:33])[C:21]1[CH:22]=[C:23]([CH:29]=[CH:30][CH:31]=1)[C:24]([O:26][CH2:27][N:15]1[C:14](=[O:16])[O:13][N:12]=[C:11]1[C:7]1[CH:6]=[C:5]([C:4]([F:3])([F:17])[F:18])[CH:10]=[CH:9][N:8]=1)=[O:25]. The catalyst class is: 9. (4) Product: [CH2:24]([Sn:19]([CH2:15][CH2:16][CH2:17][CH3:18])([CH2:20][CH2:21][CH2:22][CH3:23])[C:2]1[N:3]=[C:4]([O:8][CH3:9])[CH:5]=[CH:6][CH:7]=1)[CH2:25][CH2:26][CH3:27]. The catalyst class is: 28. Reactant: Br[C:2]1[CH:7]=[CH:6][CH:5]=[C:4]([O:8][CH3:9])[N:3]=1.C([Li])CCC.[CH2:15]([Sn:19](Cl)([CH2:24][CH2:25][CH2:26][CH3:27])[CH2:20][CH2:21][CH2:22][CH3:23])[CH2:16][CH2:17][CH3:18]. (5) Reactant: [C:1]([C:5]1[CH:6]=[C:7]2[C:11](=[CH:12][CH:13]=1)[C@H:10]([NH:14][C:15]([NH:17][C:18]1[CH:26]=[CH:25][CH:24]=[C:23]3[C:19]=1[CH:20]=[N:21][NH:22]3)=[O:16])[CH2:9][CH2:8]2)([CH3:4])([CH3:3])[CH3:2].[H-].[Na+].[CH3:29][N:30]1[CH2:35][CH2:34][N:33]([C:36](Cl)=[O:37])[CH2:32][CH2:31]1.O. Product: [C:1]([C:5]1[CH:6]=[C:7]2[C:11](=[CH:12][CH:13]=1)[C@H:10]([NH:14][C:15]([NH:17][C:18]1[CH:26]=[CH:25][CH:24]=[C:23]3[C:19]=1[CH:20]=[N:21][N:22]3[C:36]([N:33]1[CH2:34][CH2:35][N:30]([CH3:29])[CH2:31][CH2:32]1)=[O:37])=[O:16])[CH2:9][CH2:8]2)([CH3:4])([CH3:2])[CH3:3]. The catalyst class is: 9. (6) Reactant: [NH2:1][C:2]1[CH:23]=[CH:22][C:5]([O:6][C:7]2[CH:8]=[C:9]([CH:19]=[CH:20][CH:21]=2)[O:10][CH2:11][C:12]([NH:14][C:15]([CH3:18])([CH3:17])[CH3:16])=[O:13])=[C:4]([Cl:24])[CH:3]=1.C([O:33][CH2:34][CH2:35][N:36]1[C:44]2[C:43](Cl)=[N:42][CH:41]=[N:40][C:39]=2[CH:38]=[CH:37]1)(=O)C1C=CC=CC=1.C(O)(C)C.[OH-].[Na+]. Product: [C:15]([NH:14][C:12](=[O:13])[CH2:11][O:10][C:9]1[CH:19]=[CH:20][CH:21]=[C:7]([O:6][C:5]2[CH:22]=[CH:23][C:2]([NH:1][C:43]3[C:44]4[N:36]([CH2:35][CH2:34][OH:33])[CH:37]=[CH:38][C:39]=4[N:40]=[CH:41][N:42]=3)=[CH:3][C:4]=2[Cl:24])[CH:8]=1)([CH3:18])([CH3:17])[CH3:16]. The catalyst class is: 5. (7) Reactant: C([N:4](C(C)C)CC)(C)C.C(O)(=[O:12])C.C(O)(=O)C.[NH2:18][CH2:19][CH2:20][CH2:21][CH2:22][C:23]1[CH:28]=[CH:27][C:26]([CH2:29][CH2:30][CH2:31][CH2:32][NH:33][CH2:34][C@@H:35]([C:37]2[CH:38]=[CH:39][C:40]([OH:48])=[C:41]([NH:43][S:44]([CH3:47])(=[O:46])=[O:45])[CH:42]=2)[OH:36])=[CH:25][CH:24]=1.I.[NH2:50][C:51]1[C:52]([C:59]([NH:61][C:62](=[NH:65])SC)=[O:60])=[N:53][C:54]([Cl:58])=[C:55]([NH2:57])[N:56]=1. Product: [OH-:12].[NH4+:4].[NH2:50][C:51]1[C:52]([C:59]([N:61]=[C:62]([NH2:65])[NH:18][CH2:19][CH2:20][CH2:21][CH2:22][C:23]2[CH:28]=[CH:27][C:26]([CH2:29][CH2:30][CH2:31][CH2:32][NH:33][CH2:34][C@@H:35]([C:37]3[CH:38]=[CH:39][C:40]([OH:48])=[C:41]([NH:43][S:44]([CH3:47])(=[O:46])=[O:45])[CH:42]=3)[OH:36])=[CH:25][CH:24]=2)=[O:60])=[N:53][C:54]([Cl:58])=[C:55]([NH2:57])[N:56]=1. The catalyst class is: 8. (8) Reactant: [F:1][C:2]([F:13])([F:12])[C:3]1[CH:11]=[CH:10][C:6]([C:7](O)=O)=[CH:5][CH:4]=1.[CH2:14]([SH:21])[C:15]1[CH:20]=[CH:19][CH:18]=[CH:17][CH:16]=1.P12(SP3(SP(SP(S3)(S1)=S)(=S)S2)=S)=[S:23]. Product: [CH2:14]([S:21][C:7](=[S:23])[C:6]1[CH:10]=[CH:11][C:3]([C:2]([F:13])([F:12])[F:1])=[CH:4][CH:5]=1)[C:15]1[CH:20]=[CH:19][CH:18]=[CH:17][CH:16]=1. The catalyst class is: 11.